This data is from Catalyst prediction with 721,799 reactions and 888 catalyst types from USPTO. The task is: Predict which catalyst facilitates the given reaction. (1) Reactant: [CH3:1][CH:2]1[CH2:7][N:6](C(OCC2C=CC=CC=2)=O)[CH2:5][C:4]2[O:18][C:19]([C:21]3[CH:26]=[CH:25][CH:24]=[CH:23][N:22]=3)=[N:20][C:3]1=2.[Si](I)(C)(C)C. Product: [CH3:1][CH:2]1[CH2:7][NH:6][CH2:5][C:4]2[O:18][C:19]([C:21]3[CH:26]=[CH:25][CH:24]=[CH:23][N:22]=3)=[N:20][C:3]1=2. The catalyst class is: 23. (2) Reactant: [CH2:1]([C@H:3]1[C@@H:7]([C:8]2[N:12]3[C:13]4[CH:19]=[CH:18][NH:17][C:14]=4[N:15]=[CH:16][C:11]3=[N:10][N:9]=2)[CH2:6][C@@H:5]([NH:20][S:21]([CH:24]2[CH2:26][CH2:25]2)(=[O:23])=[O:22])[CH2:4]1)[CH3:2].[OH-].[K+].S([C:39]#[N:40])(C1C=CC(C)=CC=1)(=O)=O. Product: [C:39]([N:20]([C@@H:5]1[CH2:6][C@H:7]([C:8]2[N:12]3[C:13]4[CH:19]=[CH:18][NH:17][C:14]=4[N:15]=[CH:16][C:11]3=[N:10][N:9]=2)[C@H:3]([CH2:1][CH3:2])[CH2:4]1)[S:21]([CH:24]1[CH2:26][CH2:25]1)(=[O:23])=[O:22])#[N:40]. The catalyst class is: 3.